This data is from Full USPTO retrosynthesis dataset with 1.9M reactions from patents (1976-2016). The task is: Predict the reactants needed to synthesize the given product. (1) Given the product [N:54]1([C:59]2[CH:60]=[CH:61][C:62]([C:63]([NH:11][CH2:12][C:13](=[O:14])[N:15]3[CH2:16][CH2:17][N:18]([C:21](=[O:32])[C:22]4[CH:27]=[CH:26][CH:25]=[CH:24][C:23]=4[C:28]([F:31])([F:29])[F:30])[CH2:19][CH2:20]3)=[O:64])=[CH:66][CH:67]=2)[CH:58]=[CH:57][N:56]=[CH:55]1, predict the reactants needed to synthesize it. The reactants are: CCN(C(C)C)C(C)C.Cl.[NH2:11][CH2:12][C:13]([N:15]1[CH2:20][CH2:19][N:18]([C:21](=[O:32])[C:22]2[CH:27]=[CH:26][CH:25]=[CH:24][C:23]=2[C:28]([F:31])([F:30])[F:29])[CH2:17][CH2:16]1)=[O:14].C1C=CC2N(O)N=NC=2C=1.CCN=C=NCCCN(C)C.[N:54]1([C:59]2[CH:67]=[CH:66][C:62]([C:63](O)=[O:64])=[CH:61][CH:60]=2)[CH:58]=[CH:57][N:56]=[CH:55]1. (2) The reactants are: [CH2:1]([C:3]1[N:13]([CH2:14][C:15]2[CH:28]=[CH:27][C:18]([C:19]([C:21]3[CH:26]=[CH:25][CH:24]=[CH:23][CH:22]=3)=O)=[CH:17][CH:16]=2)[C:6]2=[N:7][C:8]([CH3:12])=[CH:9][C:10]([CH3:11])=[C:5]2[N:4]=1)[CH3:2].Cl.[NH2:30][OH:31].N1C=CC=CC=1. Given the product [CH2:1]([C:3]1[N:13]([CH2:14][C:15]2[CH:28]=[CH:27][C:18]([C:19](=[N:30][OH:31])[C:21]3[CH:26]=[CH:25][CH:24]=[CH:23][CH:22]=3)=[CH:17][CH:16]=2)[C:6]2=[N:7][C:8]([CH3:12])=[CH:9][C:10]([CH3:11])=[C:5]2[N:4]=1)[CH3:2], predict the reactants needed to synthesize it. (3) Given the product [Cl:1][C:2]1[CH:3]=[C:4]([C:10]([O:12][CH2:13][CH3:14])=[O:11])[C:5]2[N:6]([CH:15]=[N:9][N:8]=2)[N:7]=1, predict the reactants needed to synthesize it. The reactants are: [Cl:1][C:2]1[N:7]=[N:6][C:5]([NH:8][NH2:9])=[C:4]([C:10]([O:12][CH2:13][CH3:14])=[O:11])[CH:3]=1.[CH:15](O)=O. (4) Given the product [CH2:12]([O:14][C:15](=[O:25])[CH:16]=[CH:17][C:18]1[CH:23]=[CH:22][CH:21]=[C:20]([NH:24][C:7](=[O:9])[C:6]2[CH:10]=[C:2]([Br:1])[CH:3]=[CH:4][C:5]=2[F:11])[CH:19]=1)[CH3:13], predict the reactants needed to synthesize it. The reactants are: [Br:1][C:2]1[CH:3]=[CH:4][C:5]([F:11])=[C:6]([CH:10]=1)[C:7]([OH:9])=O.[CH2:12]([O:14][C:15](=[O:25])[CH:16]=[CH:17][C:18]1[CH:23]=[CH:22][CH:21]=[C:20]([NH2:24])[CH:19]=1)[CH3:13].